Dataset: Full USPTO retrosynthesis dataset with 1.9M reactions from patents (1976-2016). Task: Predict the reactants needed to synthesize the given product. (1) Given the product [CH3:40][O:41][C:42]1[CH:50]=[CH:49][C:45]([C:46]([O:1][CH:2]2[CH2:20][CH:19]3[N:4]([C:5](=[O:39])[CH:6]([NH:31][C:32]([O:34][C:35]([CH3:36])([CH3:38])[CH3:37])=[O:33])[CH2:7][CH2:8][CH2:9][O:10][CH2:11][CH:12]=[CH:13][CH:14]4[C:16]([C:22]([NH:24][S:25]([CH:28]5[CH2:29][CH2:30]5)(=[O:26])=[O:27])=[O:23])([NH:17][C:18]3=[O:21])[CH2:15]4)[CH2:3]2)=[O:47])=[CH:44][CH:43]=1, predict the reactants needed to synthesize it. The reactants are: [OH:1][CH:2]1[CH2:20][CH:19]2[N:4]([C:5](=[O:39])[CH:6]([NH:31][C:32]([O:34][C:35]([CH3:38])([CH3:37])[CH3:36])=[O:33])[CH2:7][CH2:8][CH2:9][O:10][CH2:11][CH:12]=[CH:13][CH:14]3[C:16]([C:22]([NH:24][S:25]([CH:28]4[CH2:30][CH2:29]4)(=[O:27])=[O:26])=[O:23])([NH:17][C:18]2=[O:21])[CH2:15]3)[CH2:3]1.[CH3:40][O:41][C:42]1[CH:50]=[CH:49][C:45]([C:46](Cl)=[O:47])=[CH:44][CH:43]=1. (2) Given the product [OH:8][CH:7]([CH2:1][CH2:2][CH2:3][CH2:4][CH2:5][CH3:6])[CH2:9][N:10]1[C:18]2[CH:17]=[CH:16][N:15]=[CH:14][C:13]=2[NH:12][C:11]1=[O:19].[OH:8][CH:7]([CH2:1][CH2:2][CH2:3][CH2:4][CH2:5][CH3:6])[CH2:9][N:12]1[C:13]2[CH:14]=[N:15][CH:16]=[CH:17][C:18]=2[NH:10][C:11]1=[O:19], predict the reactants needed to synthesize it. The reactants are: [CH2:1]([CH:7]1[CH2:9][O:8]1)[CH2:2][CH2:3][CH2:4][CH2:5][CH3:6].[NH:10]1[C:18]2[CH:17]=[CH:16][N:15]=[CH:14][C:13]=2[NH:12][C:11]1=[O:19].C(=O)([O-])[O-].[Cs+].[Cs+]. (3) Given the product [C:1]1([C:7]2[NH:20][C:10]3[N:11]([CH2:17][CH2:18][CH3:19])[C:12](=[O:16])[NH:13][C:14](=[S:22])[C:9]=3[CH:8]=2)[CH:6]=[CH:5][CH:4]=[CH:3][CH:2]=1, predict the reactants needed to synthesize it. The reactants are: [C:1]1([C:7]2[NH:20][C:10]3[N:11]([CH2:17][CH2:18][CH3:19])[C:12](=[O:16])[NH:13][C:14](=O)[C:9]=3[CH:8]=2)[CH:6]=[CH:5][CH:4]=[CH:3][CH:2]=1.P12(SP3(SP(SP(S3)(S1)=S)(=S)S2)=S)=[S:22].O. (4) Given the product [N+:16]([C:7]1[CH:8]=[C:9]([C:12]([F:13])([F:14])[F:15])[CH:10]=[CH:11][C:6]=1[NH:1][CH2:2][CH2:3][OH:4])([O-:18])=[O:17], predict the reactants needed to synthesize it. The reactants are: [NH2:1][CH2:2][CH2:3][OH:4].F[C:6]1[CH:11]=[CH:10][C:9]([C:12]([F:15])([F:14])[F:13])=[CH:8][C:7]=1[N+:16]([O-:18])=[O:17]. (5) Given the product [C:38]([NH:37][C:34]1[N:33]([C:42]2[CH:43]=[N:44][CH:45]=[CH:46][CH:47]=2)[C:32](=[O:48])[C:31]2[C:36](=[C:27]([C:14]3[NH:13][C:12]4[C@@H:8]([CH3:7])[NH:9][C:10](=[O:25])[C:11]=4[CH:15]=3)[CH:28]=[CH:29][CH:30]=2)[N:35]=1)([CH3:41])([CH3:39])[CH3:40], predict the reactants needed to synthesize it. The reactants are: C(=O)([O-])[O-].[K+].[K+].[CH3:7][C@@H:8]1[C:12]2[NH:13][C:14](B3OC(C)(C)C(C)(C)O3)=[CH:15][C:11]=2[C:10](=[O:25])[NH:9]1.Br[C:27]1[CH:28]=[CH:29][CH:30]=[C:31]2[C:36]=1[N:35]=[C:34]([NH:37][C:38]([CH3:41])([CH3:40])[CH3:39])[N:33]([C:42]1[CH:43]=[N:44][CH:45]=[CH:46][CH:47]=1)[C:32]2=[O:48]. (6) Given the product [CH3:33][C:30]([O:29][C:27]([NH:26][C@@H:25]([CH2:24][CH2:23][C:22](=[O:21])[C:7]1[CH:12]=[CH:11][C:10]([O:13][CH2:14][C:15]2[CH:20]=[CH:19][CH:18]=[CH:17][CH:16]=2)=[CH:9][CH:8]=1)[C:34]([O:36][CH3:37])=[O:35])=[O:28])([CH3:31])[CH3:32], predict the reactants needed to synthesize it. The reactants are: C([Li])CCC.Br[C:7]1[CH:12]=[CH:11][C:10]([O:13][CH2:14][C:15]2[CH:20]=[CH:19][CH:18]=[CH:17][CH:16]=2)=[CH:9][CH:8]=1.[O:21]=[C:22]1[N:26]([C:27]([O:29][C:30]([CH3:33])([CH3:32])[CH3:31])=[O:28])[C@H:25]([C:34]([O:36][CH3:37])=[O:35])[CH2:24][CH2:23]1.